Dataset: HIV replication inhibition screening data with 41,000+ compounds from the AIDS Antiviral Screen. Task: Binary Classification. Given a drug SMILES string, predict its activity (active/inactive) in a high-throughput screening assay against a specified biological target. (1) The molecule is COc1ccc(C2CC(=O)c3cc(OC)ccc3O2)cc1. The result is 0 (inactive). (2) The drug is COc1cc(OC)cc(OCc2nc3cc(C(F)(F)F)ccc3nc2-c2ccccc2)c1. The result is 0 (inactive). (3) The molecule is O=S(=O)(c1ccc(I)cc1)c1ccc(I)cc1. The result is 0 (inactive). (4) The compound is O=c1cc(-c2ccccc2)oc2ccc(O)cc12. The result is 0 (inactive). (5) The drug is Cc1nc(O)nc2c1C(NCCCN(C)C)c1cc(Cl)ccc1N2. The result is 0 (inactive). (6) The drug is CC(C)(C)C(=O)OCC1CCC[N+]2(C)CCCCC12.[I-]. The result is 0 (inactive). (7) The drug is N#CC(C#N)=Cc1c[nH]c2ccccc12. The result is 0 (inactive). (8) The drug is CNC(=Nn1cnnc1)OC. The result is 0 (inactive). (9) The molecule is Cc1cc(Cc2cccc3ccccc23)nc2c1ccc1ccccc12. The result is 0 (inactive). (10) The molecule is O=C(ON=C1CCCC1=Cc1ccccc1)c1ccc(Cl)cc1. The result is 0 (inactive).